Dataset: Catalyst prediction with 721,799 reactions and 888 catalyst types from USPTO. Task: Predict which catalyst facilitates the given reaction. (1) Reactant: [CH3:1][C:2]1[N:3]=[CH:4][S:5][C:6]=1[C:7]([OH:9])=O.O1CCCC1.C(Cl)(=O)C(Cl)=O.[NH2:21][C:22]1[CH:23]=[C:24]([CH:41]=[CH:42][C:43]=1[F:44])[O:25][C:26]1[CH:27]=[CH:28][C:29]2[N:30]([CH:32]=[C:33]([NH:35][C:36]([CH:38]3[CH2:40][CH2:39]3)=[O:37])[N:34]=2)[N:31]=1. Product: [CH:38]1([C:36]([NH:35][C:33]2[N:34]=[C:29]3[CH:28]=[CH:27][C:26]([O:25][C:24]4[CH:41]=[CH:42][C:43]([F:44])=[C:22]([NH:21][C:7]([C:6]5[S:5][CH:4]=[N:3][C:2]=5[CH3:1])=[O:9])[CH:23]=4)=[N:31][N:30]3[CH:32]=2)=[O:37])[CH2:39][CH2:40]1. The catalyst class is: 637. (2) Reactant: [F:1][C:2]([F:23])([F:22])[O:3][C:4]1[CH:9]=[CH:8][C:7]([C:10]2[N:15]=[C:14]([C:16]([F:19])([F:18])[F:17])[C:13]([CH2:20][OH:21])=[CH:12][N:11]=2)=[CH:6][CH:5]=1.[S:24](Cl)([Cl:26])=[O:25]. Product: [F:23][C:2]([F:1])([F:22])[O:3][C:4]1[CH:9]=[CH:8][C:7]([C:10]2[N:15]=[C:14]([C:16]([F:17])([F:18])[F:19])[C:13]([CH2:20][O:21][S:24]([Cl:26])=[O:25])=[CH:12][N:11]=2)=[CH:6][CH:5]=1. The catalyst class is: 4. (3) Reactant: [Mn]([O-])(=O)(=O)=O.[K+].[F:7][C:8]1[CH:9]=[C:10]([CH:13]=[C:14]([F:17])[C:15]=1[F:16])[CH:11]=[O:12].Cl.S([O-])(O)=[O:20].[Na+]. Product: [F:7][C:8]1[CH:9]=[C:10]([CH:13]=[C:14]([F:17])[C:15]=1[F:16])[C:11]([OH:20])=[O:12]. The catalyst class is: 95. (4) Reactant: Br[C:2]1[CH:3]=[C:4]2[C:9](=[CH:10][CH:11]=1)[N:8]=[CH:7][CH:6]=[C:5]2[S:12][C:13]1([C:17]([O:19][CH2:20][CH3:21])=[O:18])[CH2:16][CH2:15][CH2:14]1.[F:22][C:23]([F:34])([F:33])[C:24]1[CH:29]=[CH:28][CH:27]=[CH:26][C:25]=1B(O)O.C(=O)([O-])[O-].[Na+].[Na+].O1CCOCC1. Product: [F:22][C:23]([F:34])([F:33])[C:24]1[CH:29]=[CH:28][CH:27]=[CH:26][C:25]=1[C:2]1[CH:3]=[C:4]2[C:9](=[CH:10][CH:11]=1)[N:8]=[CH:7][CH:6]=[C:5]2[S:12][C:13]1([C:17]([O:19][CH2:20][CH3:21])=[O:18])[CH2:16][CH2:15][CH2:14]1. The catalyst class is: 263. (5) Reactant: [OH:1][CH2:2][CH2:3][S:4][C:5]1[C:6]([N:11]2[CH2:16][CH2:15][N:14]([C:17]([O:19][C:20]([CH3:23])([CH3:22])[CH3:21])=[O:18])[CH2:13][CH2:12]2)=[N:7][CH:8]=[CH:9][N:10]=1.[C:24]1(P([C:24]2[CH:29]=[CH:28][CH:27]=[CH:26][CH:25]=2)[C:24]2[CH:29]=[CH:28][CH:27]=[CH:26][CH:25]=2)[CH:29]=[CH:28][CH:27]=[CH:26][CH:25]=1.C1(O)C=CC=CC=1.N(C(OCC)=O)=NC(OCC)=O. Product: [O:1]([CH2:2][CH2:3][S:4][C:5]1[C:6]([N:11]2[CH2:16][CH2:15][N:14]([C:17]([O:19][C:20]([CH3:23])([CH3:22])[CH3:21])=[O:18])[CH2:13][CH2:12]2)=[N:7][CH:8]=[CH:9][N:10]=1)[C:24]1[CH:29]=[CH:28][CH:27]=[CH:26][CH:25]=1. The catalyst class is: 1. (6) The catalyst class is: 1. Reactant: [Br-].[CH2:2]([P+](C1C=CC=CC=1)(C1C=CC=CC=1)C1C=CC=CC=1)[C:3]1[CH:8]=[CH:7][CH:6]=[CH:5][CH:4]=1.C([Li])CCC.[CH2:33]([O:35][C:36]([C:38]1[C:42]([CH:43]=O)=[CH:41][S:40][C:39]=1[NH:45][C:46]([O:48][C:49]([CH3:52])([CH3:51])[CH3:50])=[O:47])=[O:37])[CH3:34]. Product: [CH2:33]([O:35][C:36]([C:38]1[C:42]([CH:43]=[CH:2][C:3]2[CH:4]=[CH:5][CH:6]=[CH:7][CH:8]=2)=[CH:41][S:40][C:39]=1[NH:45][C:46]([O:48][C:49]([CH3:50])([CH3:52])[CH3:51])=[O:47])=[O:37])[CH3:34]. (7) Reactant: [F:1][C:2]1[CH:3]=[CH:4][C:5]([CH:8]=[O:9])=[N:6][CH:7]=1.[BH4-].[Na+]. Product: [F:1][C:2]1[CH:3]=[CH:4][C:5]([CH2:8][OH:9])=[N:6][CH:7]=1. The catalyst class is: 5. (8) Reactant: [O:1]=[C:2]1[C:6]2[CH:7]=[CH:8][C:9]([O:25][CH2:26][CH2:27][O:28][C:29]3[CH:34]=[CH:33][CH:32]=[CH:31][CH:30]=3)=[C:10]([CH2:11][N:12]3[CH2:17][CH2:16][N:15]([C:18]([O:20][C:21]([CH3:24])([CH3:23])[CH3:22])=[O:19])[CH2:14][CH2:13]3)[C:5]=2[O:4][CH2:3]1.[NH:35]1[C:43]2[C:38](=[CH:39][CH:40]=[CH:41][CH:42]=2)[C:37]([CH:44]=O)=[N:36]1.N1CCCCC1. Product: [NH:35]1[C:43]2[C:38](=[CH:39][CH:40]=[CH:41][CH:42]=2)[C:37](/[CH:44]=[C:3]2\[O:4][C:5]3[C:10]([CH2:11][N:12]4[CH2:17][CH2:16][N:15]([C:18]([O:20][C:21]([CH3:24])([CH3:23])[CH3:22])=[O:19])[CH2:14][CH2:13]4)=[C:9]([O:25][CH2:26][CH2:27][O:28][C:29]4[CH:30]=[CH:31][CH:32]=[CH:33][CH:34]=4)[CH:8]=[CH:7][C:6]=3[C:2]\2=[O:1])=[N:36]1. The catalyst class is: 5. (9) Reactant: [C:1]([C:8]1[O:9][C:10]([CH2:17][NH2:18])=[C:11]([C:13]([O:15]C)=[O:14])[N:12]=1)([O:3][C:4]([CH3:7])([CH3:6])[CH3:5])=[O:2]. Product: [C:1]([C:8]1[O:9][C:10]([CH2:17][NH2:18])=[C:11]([C:13]([OH:15])=[O:14])[N:12]=1)([O:3][C:4]([CH3:7])([CH3:6])[CH3:5])=[O:2]. The catalyst class is: 464. (10) Reactant: [CH3:1][CH:2]([C:5]1[C:9](/[CH:10]=[CH:11]/[C:12]([O:14][CH2:15][CH3:16])=[O:13])=[CH:8][N:7]([C:17]2[CH:22]=[CH:21][C:20]([C:23]([F:26])([F:25])[F:24])=[CH:19][N:18]=2)[N:6]=1)[CH2:3][CH3:4]. Product: [CH3:1][CH:2]([C:5]1[C:9]([CH2:10][CH2:11][C:12]([O:14][CH2:15][CH3:16])=[O:13])=[CH:8][N:7]([C:17]2[CH:22]=[CH:21][C:20]([C:23]([F:25])([F:24])[F:26])=[CH:19][N:18]=2)[N:6]=1)[CH2:3][CH3:4]. The catalyst class is: 481.